This data is from Catalyst prediction with 721,799 reactions and 888 catalyst types from USPTO. The task is: Predict which catalyst facilitates the given reaction. (1) Reactant: C(OC(=O)[NH:7][C@H:8]([C:10]1[N:14]([C:15]2[CH:20]=[CH:19][CH:18]=[CH:17][CH:16]=2)[C:13]2[CH:21]=[C:22]([Cl:25])[CH:23]=[CH:24][C:12]=2[N:11]=1)[CH3:9])(C)(C)C.C(O)(C(F)(F)F)=O. The catalyst class is: 2. Product: [Cl:25][C:22]1[CH:23]=[CH:24][C:12]2[N:11]=[C:10]([C@@H:8]([NH2:7])[CH3:9])[N:14]([C:15]3[CH:16]=[CH:17][CH:18]=[CH:19][CH:20]=3)[C:13]=2[CH:21]=1. (2) Reactant: [F:1][C:2]1[C:3](/[C:12](/I)=[CH:13]/[C:14](=O)[C:15]2[NH:16][CH:17]=[CH:18][CH:19]=2)=[C:4]2[C:8](=[CH:9][CH:10]=1)[NH:7][C:6](=[O:11])[CH2:5]2.[SH:22][CH2:23][CH2:24][OH:25].[H-].[Na+]. Product: [F:1][C:2]1[C:3]2[C:4]3[C:8](=[CH:9][CH:10]=1)[NH:7][C:6](=[O:11])[C:5]=3[C:14]([C:15]1[NH:16][CH:17]=[CH:18][CH:19]=1)=[CH:13][C:12]=2[S:22][CH2:23][CH2:24][OH:25]. The catalyst class is: 84. (3) Reactant: [CH3:1][C:2]1[S:3][C:4]([CH3:35])=[C:5]([CH2:24][C:25]2[CH:30]=[CH:29][C:28]([C:31]([F:34])([F:33])[F:32])=[CH:27][CH:26]=2)[C:6]=1[C:7]([NH:9][C:10]1([C:13]2[CH:18]=[CH:17][C:16]([C:19]3[N:20]=[N:21][NH:22][N:23]=3)=[CH:15][CH:14]=2)[CH2:12][CH2:11]1)=[O:8].[OH-].[Na+:37]. Product: [CH3:1][C:2]1[S:3][C:4]([CH3:35])=[C:5]([CH2:24][C:25]2[CH:26]=[CH:27][C:28]([C:31]([F:34])([F:32])[F:33])=[CH:29][CH:30]=2)[C:6]=1[C:7]([NH:9][C:10]1([C:13]2[CH:18]=[CH:17][C:16]([C:19]3[N:20]=[N:21][N-:22][N:23]=3)=[CH:15][CH:14]=2)[CH2:11][CH2:12]1)=[O:8].[Na+:37]. The catalyst class is: 14.